From a dataset of Catalyst prediction with 721,799 reactions and 888 catalyst types from USPTO. Predict which catalyst facilitates the given reaction. (1) Reactant: Br[CH2:2][C:3]1[CH:4]=[CH:5][C:6]([N:9](C(OC(C)(C)C)=O)C(OC(C)(C)C)=O)=[N:7][CH:8]=1.[P:24]([O:31]CC)([O:28][CH2:29][CH3:30])[O:25][CH2:26][CH3:27].Cl.C([O-])(O)=O.[Na+]. Product: [NH2:9][C:6]1[N:7]=[CH:8][C:3]([CH2:2][P:24](=[O:31])([O:28][CH2:29][CH3:30])[O:25][CH2:26][CH3:27])=[CH:4][CH:5]=1. The catalyst class is: 258. (2) Reactant: [Br:1][C:2]1[N:7]=[CH:6][C:5]([CH2:8]O)=[CH:4][CH:3]=1.S(Cl)([Cl:12])=O. Product: [ClH:12].[Br:1][C:2]1[CH:3]=[CH:4][C:5]([CH2:8][Cl:12])=[CH:6][N:7]=1. The catalyst class is: 1. (3) Product: [NH2:32][C@H:29]1[CH2:30][CH2:31][C@H:26]([NH:33][C:14]2[N:13]=[C:12]([NH:11][C:9]3[S:8][C:6]4[C:5]([N:10]=3)=[CH:4][CH:3]=[C:2]([Cl:1])[N:7]=4)[CH:17]=[C:16]([CH2:18][C:19]3[CH:24]=[CH:23][CH:22]=[CH:21][CH:20]=3)[N:15]=2)[CH2:27][CH2:28]1. The catalyst class is: 32. Reactant: [Cl:1][C:2]1[N:7]=[C:6]2[S:8][C:9]([NH:11][C:12]3[CH:17]=[C:16]([CH2:18][C:19]4[CH:24]=[CH:23][CH:22]=[CH:21][CH:20]=4)[N:15]=[C:14](F)[N:13]=3)=[N:10][C:5]2=[CH:4][CH:3]=1.[C@H:26]1([NH2:33])[CH2:31][CH2:30][C@H:29]([NH2:32])[CH2:28][CH2:27]1. (4) Reactant: Cl[C:2]1C=[C:11]([NH:13][C:14]2[CH:23]=[CH:22][C:21]3[C:16](=[CH:17][CH:18]=[CH:19][CH:20]=3)[C:15]=2[Cl:24])[C:5]([C:6]([O:8][CH2:9][CH3:10])=[O:7])=[CH:4][N:3]=1.COS(OC)(=O)=O.C(N(CC)CC)C.CC(O)=O.[CH3:43][CH2:44][OH:45]. Product: [Cl:24][C:15]1[C:16]2[C:21](=[CH:20][CH:19]=[CH:18][CH:17]=2)[CH:22]=[CH:23][C:14]=1[NH:13][C:11]1[C:5]([C:6]([O:8][CH2:9][CH3:10])=[O:7])=[CH:4][N:3]([CH3:2])[C:44](=[O:45])[CH:43]=1. The catalyst class is: 22.